From a dataset of Peptide-MHC class I binding affinity with 185,985 pairs from IEDB/IMGT. Regression. Given a peptide amino acid sequence and an MHC pseudo amino acid sequence, predict their binding affinity value. This is MHC class I binding data. The peptide sequence is ILEYLYIMR. The MHC is HLA-A31:01 with pseudo-sequence HLA-A31:01. The binding affinity (normalized) is 0.577.